Dataset: Catalyst prediction with 721,799 reactions and 888 catalyst types from USPTO. Task: Predict which catalyst facilitates the given reaction. Reactant: [CH2:1]([NH:8][C:9]1[CH:14]=[C:13]([Br:15])[CH:12]=[CH:11][C:10]=1[N+:16]([O-])=O)[C:2]1[CH:7]=[CH:6][CH:5]=[CH:4][CH:3]=1.[NH4+].[Cl-]. Product: [CH2:1]([NH:8][C:9]1[C:10]([NH2:16])=[CH:11][CH:12]=[C:13]([Br:15])[CH:14]=1)[C:2]1[CH:3]=[CH:4][CH:5]=[CH:6][CH:7]=1. The catalyst class is: 314.